This data is from Catalyst prediction with 721,799 reactions and 888 catalyst types from USPTO. The task is: Predict which catalyst facilitates the given reaction. (1) Reactant: [CH2:1]([O:8][CH2:9][CH:10]([OH:13])[CH:11]=[CH2:12])[C:2]1[CH:7]=[CH:6][CH:5]=[CH:4][CH:3]=1.CC(OI1(OC(C)=O)(OC(C)=O)OC(=O)C2C=CC=CC1=2)=O.O. Product: [CH2:1]([O:8][CH2:9][C:10](=[O:13])[CH:11]=[CH2:12])[C:2]1[CH:7]=[CH:6][CH:5]=[CH:4][CH:3]=1. The catalyst class is: 268. (2) Reactant: [CH3:1][O:2][C:3](=[O:20])[C:4]1[CH:9]=[CH:8][C:7]([N:10]=[CH:11][C:12]2[CH:17]=[CH:16][CH:15]=[C:14]([O:18][CH3:19])[CH:13]=2)=[CH:6][CH:5]=1.O.[O-]S(C(F)(F)F)(=O)=O.[Yb+3].[O-]S(C(F)(F)F)(=O)=O.[O-]S(C(F)(F)F)(=O)=O.[CH:47](=[O:51])[CH:48]([CH3:50])[CH3:49].O. Product: [CH3:1][O:2][C:3]([C:4]1[CH:5]=[C:6]2[C:7](=[CH:8][CH:9]=1)[NH:10][CH:11]([C:12]1[CH:17]=[CH:16][CH:15]=[C:14]([O:18][CH3:19])[CH:13]=1)[C:48]([CH3:50])([CH3:49])[CH:47]2[OH:51])=[O:20]. The catalyst class is: 7.